From a dataset of Full USPTO retrosynthesis dataset with 1.9M reactions from patents (1976-2016). Predict the reactants needed to synthesize the given product. (1) Given the product [ClH:19].[NH:14]([C:2]1[CH:9]=[CH:8][C:5]([C:6]#[N:7])=[C:4]([CH2:10][O:11][CH3:12])[CH:3]=1)[NH2:15], predict the reactants needed to synthesize it. The reactants are: F[C:2]1[CH:9]=[CH:8][C:5]([C:6]#[N:7])=[C:4]([CH2:10][O:11][CH3:12])[CH:3]=1.O.[NH2:14][NH2:15].C(O)C.[ClH:19]. (2) Given the product [Cl:8][C:9]1[CH:10]=[CH:11][CH:12]=[C:13]2[C:17]=1[NH:16][CH:15]=[C:14]2[C:25](=[O:26])[CH:27]([NH:34][C:35]1[CH:40]=[CH:39][N:38]=[C:37]([O:41][CH3:42])[CH:36]=1)[C:28]1[CH:29]=[CH:30][CH:31]=[CH:32][CH:33]=1, predict the reactants needed to synthesize it. The reactants are: C(N(CC)CC)C.[Cl:8][C:9]1[CH:10]=[CH:11][CH:12]=[C:13]2[C:17]=1[N:16](C(OC(C)(C)C)=O)[CH:15]=[C:14]2[CH:25]=[O:26].[CH:27](=[N:34][C:35]1[CH:40]=[CH:39][N:38]=[C:37]([O:41][CH3:42])[CH:36]=1)[C:28]1[CH:33]=[CH:32][CH:31]=[CH:30][CH:29]=1. (3) Given the product [NH2:26][C:17]1[C:16]2[N:15]=[C:14]([CH2:27][CH3:28])[N:13]([CH2:12][CH2:11][CH2:10][CH2:9][NH:8][C:36]([NH:35][C:29]3[CH:34]=[CH:33][CH:32]=[CH:31][CH:30]=3)=[O:37])[C:25]=2[C:24]2[CH:23]=[CH:22][CH:21]=[CH:20][C:19]=2[N:18]=1, predict the reactants needed to synthesize it. The reactants are: C(N(CC)CC)C.[NH2:8][CH2:9][CH2:10][CH2:11][CH2:12][N:13]1[C:25]2[C:24]3[CH:23]=[CH:22][CH:21]=[CH:20][C:19]=3[N:18]=[C:17]([NH2:26])[C:16]=2[N:15]=[C:14]1[CH2:27][CH3:28].[C:29]1([N:35]=[C:36]=[O:37])[CH:34]=[CH:33][CH:32]=[CH:31][CH:30]=1. (4) Given the product [I:1][C:2]1[CH:3]=[C:4]([CH:10]=[CH:11][CH:12]=1)[C:5]([NH:14][NH2:15])=[O:6], predict the reactants needed to synthesize it. The reactants are: [I:1][C:2]1[CH:3]=[C:4]([CH:10]=[CH:11][CH:12]=1)[C:5](OCC)=[O:6].O.[NH2:14][NH2:15]. (5) The reactants are: [NH2:1][CH2:2][CH:3]([C:5]1[CH:10]=[C:9]([O:11][CH3:12])[CH:8]=[C:7]([O:13][CH3:14])[CH:6]=1)[OH:4].C(N(CC)CC)C.Cl[CH2:23][C:24](Cl)=[O:25].CC(C)([O-])C.[K+].[Cl-].[NH4+]. Given the product [CH3:14][O:13][C:7]1[CH:6]=[C:5]([CH:3]2[CH2:2][NH:1][C:24](=[O:25])[CH2:23][O:4]2)[CH:10]=[C:9]([O:11][CH3:12])[CH:8]=1, predict the reactants needed to synthesize it. (6) Given the product [CH3:13][C:12]1[C:7]([NH:6][CH:1]2[CH2:2][CH2:3][N:24]([CH3:23])[CH2:4][CH2:5]2)=[N:8][C:9]([NH:15][CH2:16][C:17]2[CH:22]=[CH:21][CH:20]=[CH:19][N:18]=2)=[N:10][C:11]=1[CH3:14], predict the reactants needed to synthesize it. The reactants are: [CH:1]1([NH:6][C:7]2[C:12]([CH3:13])=[C:11]([CH3:14])[N:10]=[C:9]([NH:15][CH2:16][C:17]3[CH:22]=[CH:21][CH:20]=[CH:19][N:18]=3)[N:8]=2)[CH2:5][CH2:4][CH2:3][CH2:2]1.[CH3:23][N:24]1CCC(N)CC1. (7) Given the product [CH2:14]([N:9]1[C:8]([C:5]2[CH:4]=[CH:3][C:2]([Cl:1])=[CH:7][CH:6]=2)=[N:12][N:11]([CH2:18][C:19]2[N:20]([CH2:27][C:28]3[C:29]([Cl:35])=[CH:30][CH:31]=[CH:32][C:33]=3[Cl:34])[CH:21]=[C:22]([N+:24]([O-:26])=[O:25])[N:23]=2)[C:10]1=[O:13])[CH:15]=[CH2:16], predict the reactants needed to synthesize it. The reactants are: [Cl:1][C:2]1[CH:7]=[CH:6][C:5]([C:8]2[N:9]([CH2:14][CH:15]=[CH2:16])[C:10](=[O:13])[NH:11][N:12]=2)=[CH:4][CH:3]=1.Cl[CH2:18][C:19]1[N:20]([CH2:27][C:28]2[C:33]([Cl:34])=[CH:32][CH:31]=[CH:30][C:29]=2[Cl:35])[CH:21]=[C:22]([N+:24]([O-:26])=[O:25])[N:23]=1.C(=O)([O-])[O-].[Cs+].[Cs+]. (8) Given the product [C:33]([O:37][C:38](=[O:44])[CH:39]([N:40]1[CH2:20][CH2:19][C:5]2[C:4](=[CH:9][C:8]([O:10][C:11]3[CH:16]=[CH:15][C:14]([F:17])=[CH:13][C:12]=3[F:18])=[CH:7][CH:6]=2)[C:3]1=[O:24])[CH:41]([CH3:42])[CH3:43])([CH3:35])([CH3:34])[CH3:36], predict the reactants needed to synthesize it. The reactants are: CO[C:3](=[O:24])[C:4]1[CH:9]=[C:8]([O:10][C:11]2[CH:16]=[CH:15][C:14]([F:17])=[CH:13][C:12]=2[F:18])[CH:7]=[CH:6][C:5]=1[CH:19]=[CH:20]OCC.C(O)(C(F)(F)F)=O.Cl.[C:33]([O:37][C:38](=[O:44])[C@@H:39]([CH:41]([CH3:43])[CH3:42])[NH2:40])([CH3:36])([CH3:35])[CH3:34].C(N(CC)CC)C. (9) Given the product [F:1][C:2]1[C:3]([NH:27][C:28]2[CH:33]=[CH:32][C:31]([I:34])=[CH:30][C:29]=2[F:35])=[C:4]([CH:12]=[C:13]([CH2:16][NH:17][O:18][CH2:19][CH2:20][NH:21][C:22](=[O:26])[CH:23]([CH3:25])[CH3:24])[C:14]=1[F:15])[C:5]([NH:7][O:8][CH2:9][CH2:10][OH:11])=[O:6], predict the reactants needed to synthesize it. The reactants are: [F:1][C:2]1[C:3]([NH:27][C:28]2[CH:33]=[CH:32][C:31]([I:34])=[CH:30][C:29]=2[F:35])=[C:4]([CH:12]=[C:13](/[CH:16]=[N:17]/[O:18][CH2:19][CH2:20][NH:21][C:22](=[O:26])[CH:23]([CH3:25])[CH3:24])[C:14]=1[F:15])[C:5]([NH:7][O:8][CH2:9][CH2:10][OH:11])=[O:6].ClC(Cl)C(O)=O.O.C(=O)(O)[O-].[Na+].